This data is from TCR-epitope binding with 47,182 pairs between 192 epitopes and 23,139 TCRs. The task is: Binary Classification. Given a T-cell receptor sequence (or CDR3 region) and an epitope sequence, predict whether binding occurs between them. (1) The epitope is AVFDRKSDAK. The TCR CDR3 sequence is CASSIVGQPQHF. Result: 1 (the TCR binds to the epitope). (2) The epitope is FLLNKEMYL. The TCR CDR3 sequence is CASSIDGGNEQFF. Result: 0 (the TCR does not bind to the epitope). (3) The epitope is LLWNGPMAV. The TCR CDR3 sequence is CASSLVDVGDTEAFF. Result: 0 (the TCR does not bind to the epitope).